Dataset: Reaction yield outcomes from USPTO patents with 853,638 reactions. Task: Predict the reaction yield, written as a fraction of the theoretical maximum amount of product (1.0 means a 100% yield; for example, 0.34 means a 34% yield). (1) The yield is 0.780. The product is [CH2:17]([O:10][C:8]1[CH:7]=[CH:6][C:3]([C:4]#[N:5])=[C:2]([F:1])[CH:9]=1)[C:18]1[CH:23]=[CH:22][CH:21]=[CH:20][CH:19]=1. The catalyst is CN(C)C=O.C(OCC)(=O)C. The reactants are [F:1][C:2]1[CH:9]=[C:8]([OH:10])[CH:7]=[CH:6][C:3]=1[C:4]#[N:5].C(=O)([O-])[O-].[K+].[K+].[CH2:17](Br)[C:18]1[CH:23]=[CH:22][CH:21]=[CH:20][CH:19]=1.O. (2) The reactants are [C:1]([C:5]1[C:6]([O:18][CH3:19])=[C:7]([CH:12]=[C:13]([N+:15]([O-])=O)[CH:14]=1)[C:8]([O:10][CH3:11])=[O:9])([CH3:4])([CH3:3])[CH3:2].[Cl-].[NH4+].O. The catalyst is [Fe].CO. The product is [NH2:15][C:13]1[CH:14]=[C:5]([C:1]([CH3:4])([CH3:3])[CH3:2])[C:6]([O:18][CH3:19])=[C:7]([CH:12]=1)[C:8]([O:10][CH3:11])=[O:9]. The yield is 1.00.